Dataset: Full USPTO retrosynthesis dataset with 1.9M reactions from patents (1976-2016). Task: Predict the reactants needed to synthesize the given product. (1) Given the product [CH3:23][C:22]1([CH3:24])[O:1][C@@H:2]([C:3]([OH:5])=[O:4])[C@@H:6]([CH2:7][S:8]([C:11]2[CH:16]=[CH:15][CH:14]=[C:13]([C:17]([F:20])([F:18])[F:19])[CH:12]=2)(=[O:10])=[O:9])[O:21]1, predict the reactants needed to synthesize it. The reactants are: [OH:1][C@H:2]([C@H:6]([OH:21])[CH2:7][S:8]([C:11]1[CH:16]=[CH:15][CH:14]=[C:13]([C:17]([F:20])([F:19])[F:18])[CH:12]=1)(=[O:10])=[O:9])[C:3]([OH:5])=[O:4].[C:22](NC(C1C=C2C(=CC=1)[C@H](N)CCC2)C)(C)([CH3:24])[CH3:23].C1C=CC2N(O)N=NC=2C=1.CCN=C=NCCCN(C)C. (2) Given the product [Br:1][C:2]1[N:6]2[CH:7]=[C:8]([C:13]([OH:15])=[O:14])[N:9]=[C:10]([S:11][CH3:12])[C:5]2=[N:4][CH:3]=1, predict the reactants needed to synthesize it. The reactants are: [Br:1][C:2]1[N:6]2[CH:7]=[C:8]([C:13]([O:15]CC)=[O:14])[N:9]=[C:10]([S:11][CH3:12])[C:5]2=[N:4][CH:3]=1.[OH-].[Li+]. (3) Given the product [Br:14][CH2:1][C:2]1[CH:3]=[C:4]([CH:9]=[CH:10][C:11]=1[O:12][CH3:13])[C:5]([O:7][CH3:8])=[O:6], predict the reactants needed to synthesize it. The reactants are: [CH3:1][C:2]1[CH:3]=[C:4]([CH:9]=[CH:10][C:11]=1[O:12][CH3:13])[C:5]([O:7][CH3:8])=[O:6].[Br:14]N1C(=O)CCC1=O. (4) Given the product [NH2:23][C:22]1[C:3]2[C:2](=[CH:21][CH:20]=[CH:19][C:4]=2[O:5][CH2:6][C:7]([NH:10][C:11]([CH:13]2[CH2:14][CH2:15][CH2:16][CH2:17][CH2:18]2)=[O:12])([CH3:8])[CH3:9])[N:1]=[C:25]([CH3:32])[C:26]=1[C:27]([O:29][CH2:30][CH3:31])=[O:28], predict the reactants needed to synthesize it. The reactants are: [NH2:1][C:2]1[C:3]([C:22]#[N:23])=[C:4]([CH:19]=[CH:20][CH:21]=1)[O:5][CH2:6][C:7]([NH:10][C:11]([CH:13]1[CH2:18][CH2:17][CH2:16][CH2:15][CH2:14]1)=[O:12])([CH3:9])[CH3:8].O=[C:25]([CH3:32])[CH2:26][C:27]([O:29][CH2:30][CH3:31])=[O:28]. (5) Given the product [N:9]1[N:10]2[CH:15]=[CH:14][CH:13]=[CH:12][C:11]2=[C:2]([C:1]([O:5][CH2:6][CH3:7])=[O:4])[CH:3]=1, predict the reactants needed to synthesize it. The reactants are: [C:1]([O:5][CH2:6][CH3:7])(=[O:4])[CH2:2][CH3:3].[I-].[NH2:9][N+:10]1[CH:15]=[CH:14][CH:13]=[CH:12][CH:11]=1.C(=O)([O-])[O-].[K+].[K+].O. (6) Given the product [CH3:8][O:7][CH:6]([O:9][CH3:10])[C:5]1[CH:4]=[CH:3][N:16]=[C:14]([S:15][CH2:21][CH2:22][CH3:23])[N:13]=1, predict the reactants needed to synthesize it. The reactants are: CN(C)/[CH:3]=[CH:4]/[C:5](=O)[CH:6]([O:9][CH3:10])[O:7][CH3:8].[NH2:13][C:14]([NH2:16])=[S:15].C[O-].[Na+].Br[CH2:21][CH2:22][CH3:23].